Dataset: Forward reaction prediction with 1.9M reactions from USPTO patents (1976-2016). Task: Predict the product of the given reaction. (1) Given the reactants [CH3:1][N:2]1[C:7](=[O:8])[CH:6]=[C:5]([C:9]2[CH:14]=[CH:13][N:12]=[CH:11][CH:10]=2)[N:4]=[C:3]1SC.[N+:17]([O-])([O-:19])=[O:18].[K+].C([O:24]CC)C, predict the reaction product. The product is: [OH:24][C:3]1[N:2]([CH3:1])[C:7](=[O:8])[C:6]([N+:17]([O-:19])=[O:18])=[C:5]([C:9]2[CH:14]=[CH:13][N:12]=[CH:11][CH:10]=2)[N:4]=1. (2) Given the reactants [OH:1][CH2:2][CH:3]([CH2:6][OH:7])[CH2:4][OH:5].C1C=CC=CC=1.C[C:15]1(C)[C:19]2(CS(O)(=O)=O)[C:20]([CH2:22][CH:16]1[CH2:17][CH2:18]2)=O.C(N(CC)CC)C, predict the reaction product. The product is: [C:16]1([CH:15]2[O:5][CH2:4][CH:3]([CH2:6][OH:7])[CH2:2][O:1]2)[CH:22]=[CH:20][CH:19]=[CH:18][CH:17]=1. (3) Given the reactants [F:1][C:2]1[C:7]([O:8][CH3:9])=[CH:6][C:5]([O:10][CH3:11])=[C:4]([F:12])[C:3]=1[N:13]1[CH2:18][C:17]2[CH:19]=[N:20][C:21]3[N:25](CC4C=CC(OC)=CC=4)[N:24]=[CH:23][C:22]=3[C:16]=2[NH:15][C:14]1=[O:35], predict the reaction product. The product is: [F:12][C:4]1[C:5]([O:10][CH3:11])=[CH:6][C:7]([O:8][CH3:9])=[C:2]([F:1])[C:3]=1[N:13]1[CH2:18][C:17]2[CH:19]=[N:20][C:21]3[NH:25][N:24]=[CH:23][C:22]=3[C:16]=2[NH:15][C:14]1=[O:35].